From a dataset of Full USPTO retrosynthesis dataset with 1.9M reactions from patents (1976-2016). Predict the reactants needed to synthesize the given product. (1) Given the product [Si:1]([O:8][CH2:9][C:10]1[C:11]([O:21][CH3:22])=[CH:12][C:13]([N:18]=[C:19]=[O:20])=[C:14]([CH:17]=1)[C:15]#[N:16])([C:4]([CH3:7])([CH3:6])[CH3:5])([CH3:2])[CH3:3].[OH:23][C:24]([C:36]1[S:37][CH:38]=[CH:39][CH:40]=1)([C:41]1[S:42][CH:43]=[CH:44][CH:45]=1)[C:25]([O:27][C@H:28]1[CH2:29][CH2:30][C@H:31]([NH:34][CH3:35])[CH2:32][CH2:33]1)=[O:26].[CH:31]([NH:34][CH2:35][CH2:19][NH:18][CH:13]([CH3:12])[CH3:14])([CH3:32])[CH3:30], predict the reactants needed to synthesize it. The reactants are: [Si:1]([O:8][CH2:9][C:10]1[C:11]([O:21][CH3:22])=[CH:12][C:13]([N:18]=[C:19]=[O:20])=[C:14]([CH:17]=1)[C:15]#[N:16])([C:4]([CH3:7])([CH3:6])[CH3:5])([CH3:3])[CH3:2].[OH:23][C:24]([C:41]1[S:42][CH:43]=[CH:44][CH:45]=1)([C:36]1[S:37][CH:38]=[CH:39][CH:40]=1)[C:25]([O:27][C@H:28]1[CH2:33][CH2:32][C@H:31]([NH:34][CH3:35])[CH2:30][CH2:29]1)=[O:26]. (2) Given the product [CH2:1]([O:8][C:9]1[CH:14]=[CH:13][C:12]([C:15]2[CH:16]=[C:17]([Cl:27])[N:18]=[N:19][C:20]=2[C:21]([F:24])([F:23])[F:22])=[CH:11][CH:10]=1)[C:2]1[CH:7]=[CH:6][CH:5]=[CH:4][CH:3]=1, predict the reactants needed to synthesize it. The reactants are: [CH2:1]([O:8][C:9]1[CH:14]=[CH:13][C:12]([C:15]2[C:20]([C:21]([F:24])([F:23])[F:22])=[N:19][NH:18][C:17](=O)[CH:16]=2)=[CH:11][CH:10]=1)[C:2]1[CH:7]=[CH:6][CH:5]=[CH:4][CH:3]=1.O(Cl)[Cl:27].[P+5].